Dataset: Human Reference Interactome with 51,813 positive PPI pairs across 8,248 proteins, plus equal number of experimentally-validated negative pairs. Task: Binary Classification. Given two protein amino acid sequences, predict whether they physically interact or not. (1) Protein 1 (ENSG00000141985) has sequence MSVAGLKKQFYKASQLVSEKVGGAEGTKLDDDFKEMEKKVDVTSKAVTEVLARTIEYLQPNPASRAKLTMLNTVSKIRGQVKNPGYPQSEGLLGECMIRHGKELGGESNFGDALLDAGESMKRLAEVKDSLDIEVKQNFIDPLQNLCEKDLKEIQHHLKKLEGRRLDFDYKKKRQGKIPDEELRQALEKFEESKEVAETSMHNLLETDIEQVSQLSALVDAQLDYHRQAVQILDELAEKLKRRMREASSRPKREYKPKPREPFDLGEPEQSNGGFPCTTAPKIAASSSFRSSDKPIRTPS.... Protein 2 (ENSG00000167106) has sequence MFLLSGDPCFKTPPSTAKSISIPGQDSSLQLTCKGGGTSSGGSSTNSLTGSRPPKARPTILSSGLPEEPDQNLSSPEEVFHSGHSRNSSYASQQSKISGYSTEHSRSSSLSDLTHRRNTSTSSSASGGLGMTVEGPEGSEREHRPPEKPPRPPRPLHLSDRSFRRKKDSVESHPTWVDDTRIDADAIVEKIVQSQDFTDGSNTEDSNLRLFVSRDGSATLSGIQLATRVSSGVYEPVVIESH*MAFLMKKKKFKFQTTFTLEELTAVPFVNGVLFCKVRLLDGGDFVSLSSREEVQENCV.... Result: 1 (the proteins interact). (2) Protein 1 (ENSG00000179085) has sequence MLSVGGLRLSLVRFSFLLLRGALLPSLAVTMTKLAQWLWGLAILGSTWVALTTGALGLELPLSCQEVLWPLPAYLLVSAGCYALGTVGYRVATFHDCEDAARELQSQIQEARADLARRGLRF*MTKLAQWLWGLAILGSTWVALTTGALGLELPLSCQEVLWPLPAYLLVSAGCYALGTVGYRVATFHDCEDAARELQSQIQEARADLARRGLRF*. Protein 2 (ENSG00000104879) has sequence MPFGNTHNKFKLNYKPEEEYPDLSKHNNHMAKVLTLELYKKLRDKETPSGFTVDDVIQTGVDNPGHPFIMTVGCVAGDEESYEVFKELFDPIISDRHGGYKPTDKHKTDLNHENLKGGDDLDPNYVLSSRVRTGRSIKGYTLPPHCSRGERRAVEKLSVEALNSLTGEFKGKYYPLKSMTEKEQQQLIDDHFLFDKPVSPLLLASGMARDWPDARGIWHNDNKSFLVWVNEEDHLRVISMEKGGNMKEVFRRFCVGLQKIEEIFKKAGHPFMWNQHLGYVLTCPSNLGTGLRGGVHVKLA.... Result: 0 (the proteins do not interact). (3) Protein 1 (ENSG00000008256) has sequence MDEDGGGEGGGVPEDLSLEEREELLDIRRRKKELIDDIERLKYEIAEVMTEIDNLTSVEESKTTQRNKQIAMGRKKFNMDPKKGIQFLIENDLLQSSPEDVAQFLYKGEGLNKTVIGDYLGERDEFNIKVLQAFVELHEFADLNLVQALRQFLWSFRLPGEAQKIDRMMEAFASRYCLCNPGVFQSTDTCYVLSFAIIMLNTSLHNHNVRDKPTAERFIAMNRGINEGGDLPEELLRNLYESIKNEPFKIPEDDGNDLTHTFFNPDREGWLLKLGGRVKTWKRRWFILTDNCLYYFEYTT.... Protein 2 (ENSG00000184351) has sequence MSHYGSYYGGLGYSCGGFGGLGYGYGCGCGSFCRRGSGCGYGGYGYGSGFGSYGYGSGFGGYGYGSGFGGYGYGCCRPSYNGGYGFSGFY*. Result: 0 (the proteins do not interact). (4) Protein 1 (ENSG00000130038) has sequence MAAPDGRVVSRPQRLGQGSGQGPKGSGACLHPLDSLEQKETQEQTSGQLVMLRKAQEFFQTCDAEGKGFIARKDMQRLHKELPLSLEELEDVFDALDADGNGYLTPQEFTTGFSHFFFSQNNPSQEDAGEQVAQRHEEKVYLSRGDEDLGDMGEDEEAQFRMLMDRLGAQKVLEDESDVKQLWLQLKKEEPHLLSNFEDFLTRIISQLQEAHEEKNELECALKRKIAAYDEEIQHLYEEMEQQIKSEKEQFLLKDTERFQARSQELEQKLLCKEQELEQLTQKQKRLEGQCTALHHDKHE.... Protein 2 (ENSG00000111671) has sequence MGQTALAGGSSSTPTPQALYPDLSCPEGLEELLSAPPPDLGAQRRHGWNPKDCSENIEVKEGGLYFERRPVAQSTDGARGKRMGQTALAGGSSSTPTPQALYPDLSCPEGLEELLSAPPPDLGAQRRHGWNPKDCSENIEVKEGGLYFERRPVAQSTDGARGKRGYSRGLHAWEISWPLEQRGTHAVVGVATALAPLQTDHYAALLGSNSESWGWDIGRGKLYHQSKGPGAPQYPAGTQGEQLEVPERLLVVLDMEEGTLGYAIGGTYLGPAFRGLKGRTLYPAVSAVWGQCQVRIRYLG.... Result: 0 (the proteins do not interact). (5) Protein 1 (ENSG00000160606) has sequence MPRLLHPALPLLLGATLTFRALRRALCRLPLPVHVRADPLRTWRWHNLLVSFAHSIVSGIWALLCVWQTPDMLVEIETAWSLSGYLLVCFSAGYFIHDTVDIVASGQTRASWEYLVHHVMAMGAFFSGIFWSSFVGGGVLTLLVEVSNIFLTIRMMMKISNAQDHLLYRVNKYVNLVMYFLFRLAPQAYLTHFFLRYVNQRTLGTFLLGILLMLDVMIIIYFSRLLRSDFCPEHVPKKQHKDKFLTE*MGYSAVPKCPPRGRGRDSVWQTPDMLVEIETAWSLSGYLLVCFSAGYFIHDT.... Protein 2 (ENSG00000002834) has sequence MNPNCARCGKIVYPTEKVNCLDKFWHKACFHCETCKMTLNMKNYKGYEKKPYCNAHYPKQSFTMVADTPENLRLKQQSELQSQVRYKEEFEKNKGKGFSVVADTPELQRIKKTQDQISNIKYHEEFEKSRMGPSGGEGMEPERRDSQDGSSYRRPLEQQQPHHIPTSAPVYQQPQQQPVAQSYGGYKEPAAPVSIQRSAPGGGGKRYRAVYDYSAADEDEVSFQDGDTIVNVQQIDDGWMYGTVERTGDTGMLPANYVEAI*MTLNMKNYKGYEKKPYCNAHYPKQSFTMVADTPENLRL.... Result: 0 (the proteins do not interact). (6) Protein 1 (ENSG00000125775) has sequence MSSLYPSLEDLKVDQAIQAQVRASPKMPALPVQATAISPPPVLYPNLAELENYMGLSLSSQEVQESLLQIPEGDSTAVSGPGPGQMVAPVTGYSLGVRRAEIKPGVREIHLCKDERGKTGLRLRKVDQGLFVQLVQANTPASLVGLRFGDQLLQIDGRDCAGWSSHKAHQVVKKASGDKIVVVVRDRPFQRTVTMHKDSMGHVGFVIKKGKIVSLVKGSSAARNGLLTNHYVCEVDGQNVIGLKDKKIMEILATAGNVVTLTIIPSVIYEHMVKKLPPVLLHHTMDHSIPDA*MVAPVTG.... Protein 2 (ENSG00000169599) has sequence MLKNPYTIKKQPLHQFVQRPLFPLPAAFYHPVRYMFIQTQDTPNPNSLKFIPGKPVLETRTMDFPTPAAAFRSPLARQLFRIEGVKSVFFGPDFITVTKENEELDWNLLKPDIYATIMDFFASGLPLVTEETPSGEAGSEEDDEVVAMIKELLDTRIRPTVQEDGGDVIYKGFEDGIVQLKLQGSCTSCPSSIITLKNGIQNMLQFYIPEVEGVEQVMDDESDEKEANSP*MAATARRGWGAAAVAAGLRRRFCHMLKNPYTIKKQPLHQFVQRPLFPLPAAFYHPVRYMFIQTQDTPNP.... Result: 1 (the proteins interact). (7) Protein 1 (ENSG00000174370) has sequence MLTRLVLSAHLSSTTSPPWTHAAISWELDNVLMPSPRIWPQVTPTGRSASVRSEGNTSSLWNFSAGQDVHAIVTRTCESVLSSAVYTHGCGCVRSATNITCQSSGQQRQAARQEEENSICKAHDSREGRLGYPLSAHQPGSGGPN*. Protein 2 (ENSG00000042980) has sequence MLQGLLPVSLLLSVAVSAIKELPGVKKYEVVYPIRLHPLHKREAKEPEQQEQFETELKYKMTINGKIAVLYLKKNKNLLAPGYTETYYNSTGKEITTSPQIMDDCYYQGHILNEKVSDASISTCRGLRGYFSQGDQRYFIEPLSPIHRDGQEHALFKYNPDEKNYDSTCGMDGVLWAHDLQQNIALPATKLVKLKDRKVQEHEKYIEYYLVLDNGEFKRYNENQDEIRKRVFEMANYVNMLYKKLNTHVALVGMEIWTDKDKIKITPNASFTLENFSKWRGSVLSRRKRHDIAQLITATE.... Result: 0 (the proteins do not interact). (8) Protein 1 (ENSG00000170027) has sequence MVDREQLVQKARLAEQAERYDDMAAAMKNVTELNEPLSNEERNLLSVAYKNVVGARRSSWRVISSIEQKTSADGNEKKIEMVRAYREKIEKELEAVCQDVLSLLDNYLIKNCSETQYESKVFYLKMKGDYYRYLAEVATGEKRATVVESSEKAYSEAHEISKEHMQPTHPIRLGLALNYSVFYYEIQNAPEQACHLAKTAFDDAIAELDTLNEDSYKDSTLIMQLLRDNLTLWTSDQQDDDGGEGNN*. Protein 2 (ENSG00000198912) has sequence MRSRKLTGAVRSSARLKARSCSAARLASAQEVAGSTSAKTACLTSSSHKATDTRTSKKFKCDKGHLVKSELQKLVPKNDSASLPKVTPETPCENEFAEGSALLPGSEAGVSVQQGAASLPLGGCRVVSDSRLAKTRDGLSVPKHSAGSGAEESNSSSTVQKQNEPGLQTEDVQKPPLQMDNSVFLDDDSNQPMPVSRFFGNVELMQDLPPASSSCPSMSRREFRKMHFRAKDDDDDDDDDAEM*. Result: 0 (the proteins do not interact). (9) Protein 1 (ENSG00000174851) has sequence MAYHSGYGAHGSKHRARAAPDPPPLFDDTSGGYSSQPGGYPATGADVAFSVNHLLGDPMANVAMAYGSSIASHGKDMVHKELHRFVSVSKLKYFFAVDTAYVAKKLGLLVFPYTHQNWEVQYSRDAPLPPRQDLNAPDLYIPTMAFITYVLLAGMALGIQKRFSPEVLGLCASTALVWVVMEVLALLLGLYLATVRSDLSTFHLLAYSGYKYVGMILSVLTGLLFGSDGYYVALAWTSSALMYFIVRSLRTAALGPDSMGGPVPRQRLQLYLTLGAAAFQPLIIYWLTFHLVR*MAYHSG.... Protein 2 (ENSG00000177098) has sequence MPGAGDGGKAPARWLGTGLLGLFLLPVTLSLEVSVGKATDIYAVNGTEILLPCTFSSCFGFEDLHFRWTYNSSDAFKILIEGTVKNEKSDPKVTLKDDDRITLVGSTKEKMNNISIVLRDLEFSDTGKYTCHVKNPKENNLQHHATIFLQVVDRLEEVDNTVTLIILAVVGGVIGLLILILLIKKLIIFILKKTREKKKECLVSSSGNDNTENGLPGSKAEEKPPSKV*MPGAGDGGKAPARWLGTGLLVEEVDNTVTLIILAVVGGVIGLLILILLIKKLIIFILKKTREKKKECLVSS.... Result: 1 (the proteins interact).